From a dataset of Catalyst prediction with 721,799 reactions and 888 catalyst types from USPTO. Predict which catalyst facilitates the given reaction. (1) Reactant: [F:1][C:2]1[CH:7]=[CH:6][C:5]([F:8])=[CH:4][C:3]=1[C:9]1[N:10]=[CH:11][O:12][C:13]=1[C:14]1[CH:15]=[CH:16][C:17]2[N:18]([C:20]([CH:23]([CH3:25])[CH3:24])=[N:21][N:22]=2)[CH:19]=1.[ClH:26]. Product: [ClH:26].[F:1][C:2]1[CH:7]=[CH:6][C:5]([F:8])=[CH:4][C:3]=1[C:9]1[N:10]=[CH:11][O:12][C:13]=1[C:14]1[CH:15]=[CH:16][C:17]2[N:18]([C:20]([CH:23]([CH3:25])[CH3:24])=[N:21][N:22]=2)[CH:19]=1. The catalyst class is: 32. (2) Reactant: [C:1]([O:5][C:6](=[O:31])[NH:7][CH2:8][CH2:9][O:10][NH:11][C:12]([C@@H:14]1[CH2:20][CH2:19][C@@H:18]2[CH2:21][N:15]1[C:16](=[O:30])[N:17]2[O:22]CC1C=CC=CC=1)=[O:13])([CH3:4])([CH3:3])[CH3:2]. Product: [C:1]([O:5][C:6](=[O:31])[NH:7][CH2:8][CH2:9][O:10][NH:11][C:12]([C@@H:14]1[CH2:20][CH2:19][C@@H:18]2[CH2:21][N:15]1[C:16](=[O:30])[N:17]2[OH:22])=[O:13])([CH3:4])([CH3:2])[CH3:3]. The catalyst class is: 129.